From a dataset of Reaction yield outcomes from USPTO patents with 853,638 reactions. Predict the reaction yield, written as a fraction of the theoretical maximum amount of product (1.0 means a 100% yield; for example, 0.34 means a 34% yield). The reactants are Cl[C:2]1[N:11]=[CH:10][C:9]2[N:8]([CH:12]([CH3:14])[CH3:13])[C:7](=[O:15])[C:6]3([CH3:20])[CH2:16][O:17][CH2:18][CH2:19][N:5]3[C:4]=2[N:3]=1.[CH3:21][NH:22][C:23]([NH:25][C:26]1[CH:31]=[CH:30][C:29](B2OC(C)(C)C(C)(C)O2)=[CH:28][CH:27]=1)=[O:24].C(=O)(O)[O-].[Na+]. The catalyst is O1CCOCC1.C1C=CC(P(C2C=CC=CC=2)[C-]2C=CC=C2)=CC=1.C1C=CC(P(C2C=CC=CC=2)[C-]2C=CC=C2)=CC=1.Cl[Pd]Cl.[Fe+2]. The product is [CH:12]([N:8]1[C:7](=[O:15])[C:6]2([CH3:20])[CH2:16][O:17][CH2:18][CH2:19][N:5]2[C:4]2[N:3]=[C:2]([C:29]3[CH:28]=[CH:27][C:26]([NH:25][C:23]([NH:22][CH3:21])=[O:24])=[CH:31][CH:30]=3)[N:11]=[CH:10][C:9]1=2)([CH3:14])[CH3:13]. The yield is 0.220.